Predict which catalyst facilitates the given reaction. From a dataset of Catalyst prediction with 721,799 reactions and 888 catalyst types from USPTO. (1) Reactant: [CH2:1]([O:8][C:9]1[CH:14]=[C:13]([O:15][CH2:16][C:17]2[CH:22]=[CH:21][CH:20]=[CH:19][CH:18]=2)[C:12]([CH:23]([CH3:25])[CH3:24])=[CH:11][C:10]=1[C:26]([N:28]1[CH2:36][C:35]2[C:30](=[CH:31][CH:32]=[C:33]([OH:37])[CH:34]=2)[CH2:29]1)=[O:27])[C:2]1[CH:7]=[CH:6][CH:5]=[CH:4][CH:3]=1.Cl[CH2:39][CH2:40][O:41][CH3:42].C([O-])([O-])=O.[K+].[K+]. Product: [CH2:1]([O:8][C:9]1[CH:14]=[C:13]([O:15][CH2:16][C:17]2[CH:22]=[CH:21][CH:20]=[CH:19][CH:18]=2)[C:12]([CH:23]([CH3:25])[CH3:24])=[CH:11][C:10]=1[C:26]([N:28]1[CH2:36][C:35]2[C:30](=[CH:31][CH:32]=[C:33]([O:37][CH2:39][CH2:40][O:41][CH3:42])[CH:34]=2)[CH2:29]1)=[O:27])[C:2]1[CH:7]=[CH:6][CH:5]=[CH:4][CH:3]=1. The catalyst class is: 31. (2) Reactant: [C:1]1([CH2:7][C:8](=[O:12])[C:9]([OH:11])=O)[CH:6]=[CH:5][CH:4]=[CH:3][CH:2]=1.CCN=C=NCCCN(C)C.Cl.C1C=CC2N(O)N=NC=2C=1.[CH2:35]([NH2:42])[CH2:36][CH2:37][CH2:38][CH2:39][CH2:40][CH3:41]. Product: [CH2:35]([NH:42][C:9](=[O:11])[C:8](=[O:12])[CH2:7][C:1]1[CH:2]=[CH:3][CH:4]=[CH:5][CH:6]=1)[CH2:36][CH2:37][CH2:38][CH2:39][CH2:40][CH3:41]. The catalyst class is: 2. (3) Reactant: [Cl:1][C:2]1[CH:3]=[CH:4][C:5]([N:9]2[CH:13]=[CH:12][N:11]=[C:10]2[CH:14]([CH3:16])[CH3:15])=[C:6]([CH:8]=1)[NH2:7].[C:17](N1C=CN=C1)(N1C=CN=C1)=[O:18]. Product: [Cl:1][C:2]1[CH:8]=[C:6]2[C:5](=[CH:4][CH:3]=1)[N:9]1[C:10]([CH:14]([CH3:16])[CH3:15])=[N:11][CH:12]=[C:13]1[C:17](=[O:18])[NH:7]2. The catalyst class is: 262. (4) Reactant: Cl.[NH2:2][C:3]([CH3:17])([CH3:16])[CH2:4][NH:5][C:6](=[O:15])[O:7][CH2:8][C:9]1[CH:14]=[CH:13][CH:12]=[CH:11][CH:10]=1.CN(C(ON1N=NC2C=CC=NC1=2)=[N+](C)C)C.F[P-](F)(F)(F)(F)F.[C:42](O)(=[O:50])[C:43]1[C:44](=[CH:46][CH:47]=[CH:48][CH:49]=1)[OH:45].CCN(C(C)C)C(C)C. Product: [OH:45][C:44]1[CH:46]=[CH:47][CH:48]=[CH:49][C:43]=1[C:42]([NH:2][C:3]([CH3:17])([CH3:16])[CH2:4][NH:5][C:6](=[O:15])[O:7][CH2:8][C:9]1[CH:14]=[CH:13][CH:12]=[CH:11][CH:10]=1)=[O:50]. The catalyst class is: 23. (5) Reactant: [OH-].[Na+].[C:3]1([S:9]([CH2:12][CH2:13][CH2:14][C:15]2[N:19]([CH2:20][CH2:21][CH2:22][CH3:23])[N:18]=[C:17]([C:24]([O:26]CC)=[O:25])[CH:16]=2)(=[O:11])=[O:10])[CH:8]=[CH:7][CH:6]=[CH:5][CH:4]=1. Product: [C:3]1([S:9]([CH2:12][CH2:13][CH2:14][C:15]2[N:19]([CH2:20][CH2:21][CH2:22][CH3:23])[N:18]=[C:17]([C:24]([OH:26])=[O:25])[CH:16]=2)(=[O:11])=[O:10])[CH:4]=[CH:5][CH:6]=[CH:7][CH:8]=1. The catalyst class is: 8. (6) Reactant: [C:1]([O:5][C:6]([NH:8][C:9]([CH3:19])(/[CH:14]=[CH:15]\[CH2:16][C:17]#[N:18])[C:10]([O:12]C)=[O:11])=[O:7])([CH3:4])([CH3:3])[CH3:2].[OH-].[K+:21]. Product: [K+:21].[C:1]([O:5][C:6]([NH:8][C:9]([CH3:19])(/[CH:14]=[CH:15]\[CH2:16][C:17]#[N:18])[C:10]([O-:12])=[O:11])=[O:7])([CH3:4])([CH3:3])[CH3:2]. The catalyst class is: 6.